Predict the reaction yield, written as a fraction of the theoretical maximum amount of product (1.0 means a 100% yield; for example, 0.34 means a 34% yield). From a dataset of Reaction yield outcomes from USPTO patents with 853,638 reactions. (1) The reactants are [F:1][C:2]1[CH:10]=[C:9]([C:11]2[CH:12]=[N:13][C:14]([O:17][CH2:18][CH:19]3[CH2:24][CH2:23][N:22]([CH2:25][C:26]([F:29])([CH3:28])[CH3:27])[CH2:21][CH2:20]3)=[CH:15][CH:16]=2)[CH:8]=[CH:7][C:3]=1[C:4](O)=[O:5].[NH:30]1[CH2:35][CH2:34][CH2:33][C@@H:32]([OH:36])[CH2:31]1.CCN(C(C)C)C(C)C.CCN=C=NCCCN(C)C.C1C=CC2N(O)N=NC=2C=1. The catalyst is CN(C=O)C.O. The product is [F:1][C:2]1[CH:10]=[C:9]([C:11]2[CH:12]=[N:13][C:14]([O:17][CH2:18][CH:19]3[CH2:20][CH2:21][N:22]([CH2:25][C:26]([F:29])([CH3:28])[CH3:27])[CH2:23][CH2:24]3)=[CH:15][CH:16]=2)[CH:8]=[CH:7][C:3]=1[C:4]([N:30]1[CH2:35][CH2:34][CH2:33][C@@H:32]([OH:36])[CH2:31]1)=[O:5]. The yield is 0.470. (2) The reactants are [CH2:1]([O:8][C:9]([NH:11][CH2:12][CH2:13][N:14]([CH2:37][CH2:38][NH:39][C:40]([O:42][CH2:43][C:44]1[CH:49]=[CH:48][CH:47]=[CH:46][CH:45]=1)=[O:41])[CH2:15][CH2:16][CH2:17][C@H:18]([N:22](C(OC(C)(C)C)=O)C(OC(C)(C)C)=O)[C:19]([OH:21])=[O:20])=[O:10])[C:2]1[CH:7]=[CH:6][CH:5]=[CH:4][CH:3]=1. The catalyst is C(O)(C(F)(F)F)=O. The product is [NH2:22][C@@H:18]([CH2:17][CH2:16][CH2:15][N:14]([CH2:37][CH2:38][NH:39][C:40]([O:42][CH2:43][C:44]1[CH:45]=[CH:46][CH:47]=[CH:48][CH:49]=1)=[O:41])[CH2:13][CH2:12][NH:11][C:9]([O:8][CH2:1][C:2]1[CH:3]=[CH:4][CH:5]=[CH:6][CH:7]=1)=[O:10])[C:19]([OH:21])=[O:20]. The yield is 0.900. (3) The reactants are [CH:1]([N:4]1[C:8]([C:9]2[CH:10]=[C:11]([NH2:17])[CH:12]=[CH:13][C:14]=2[O:15][CH3:16])=[CH:7][CH:6]=[N:5]1)([CH3:3])[CH3:2].[F:18][C:19]1[CH:24]=[CH:23][C:22]([N:25]=[C:26]=[O:27])=[CH:21][CH:20]=1. The catalyst is C(Cl)Cl. The product is [F:18][C:19]1[CH:24]=[CH:23][C:22]([NH:25][C:26]([NH:17][C:11]2[CH:12]=[CH:13][C:14]([O:15][CH3:16])=[C:9]([C:8]3[N:4]([CH:1]([CH3:3])[CH3:2])[N:5]=[CH:6][CH:7]=3)[CH:10]=2)=[O:27])=[CH:21][CH:20]=1. The yield is 0.300. (4) The reactants are COC1C=C(OC)C=CC=1C[N:6]1[C:11](=[O:12])[C:10]2[CH:13]=[C:14]([CH2:16][CH3:17])[S:15][C:9]=2[NH:8][C:7]1=[O:18].O[CH2:26][C:27]1[CH:32]=[CH:31][C:30]([C:33]2[C:34]([C:40]#[N:41])=[CH:35][CH:36]=[C:37]([CH3:39])[CH:38]=2)=[CH:29][CH:28]=1.N(C(N1CCCCC1)=O)=NC(N1CCCCC1)=O.C(P(CCCC)CCCC)CCC. The catalyst is C(OCC)(=O)C.O1CCCC1. The product is [CH2:16]([C:14]1[S:15][C:9]2[N:8]([CH2:26][C:27]3[CH:32]=[CH:31][C:30]([C:33]4[C:34]([C:40]#[N:41])=[CH:35][CH:36]=[C:37]([CH3:39])[CH:38]=4)=[CH:29][CH:28]=3)[C:7](=[O:18])[NH:6][C:11](=[O:12])[C:10]=2[CH:13]=1)[CH3:17]. The yield is 0.850. (5) The reactants are Cl[C:2]1[N:3]=[CH:4][C:5]2[N:6]([CH3:22])[C:7](=[O:21])[C:8]3([CH2:20][CH2:19]3)[CH2:9][N:10]([CH:13]3[CH2:18][CH2:17][CH2:16][CH2:15][CH2:14]3)[C:11]=2[N:12]=1.[NH2:23][C:24]1[C:38]([O:39][CH3:40])=[CH:37][C:27]([C:28]([NH:30][C@@H:31]2[CH2:35][CH2:34][N:33]([CH3:36])[CH2:32]2)=[O:29])=[C:26]([F:41])[CH:25]=1.O.C1(C)C=CC(S(O)(=O)=O)=CC=1. The catalyst is CC(C)CC(O)C. The product is [CH:13]1([N:10]2[CH2:9][C:8]3([CH2:20][CH2:19]3)[C:7](=[O:21])[N:6]([CH3:22])[C:5]3[CH:4]=[N:3][C:2]([NH:23][C:24]4[C:38]([O:39][CH3:40])=[CH:37][C:27]([C:28]([NH:30][C@@H:31]5[CH2:35][CH2:34][N:33]([CH3:36])[CH2:32]5)=[O:29])=[C:26]([F:41])[CH:25]=4)=[N:12][C:11]2=3)[CH2:18][CH2:17][CH2:16][CH2:15][CH2:14]1. The yield is 0.400. (6) The reactants are [CH3:1][C:2]#[N:3].[Li]CCCC.[F:9][C:10]([F:19])([F:18])[C:11]([CH3:17])([CH3:16])[C:12](OC)=[O:13]. The catalyst is C1COCC1. The product is [F:9][C:10]([F:19])([F:18])[C:11]([CH3:17])([CH3:16])[C:12](=[O:13])[CH2:1][C:2]#[N:3]. The yield is 0.300. (7) The reactants are [CH2:1]([O:3][C:4](=[O:13])[C:5]1[CH:10]=[CH:9][C:8]([NH:11][NH2:12])=[CH:7][CH:6]=1)[CH3:2].[F:14][C:15]([F:22])([F:21])[C:16](=O)[CH2:17][C:18]#[N:19]. No catalyst specified. The product is [NH2:19][C:18]1[N:11]([C:8]2[CH:9]=[CH:10][C:5]([C:4]([O:3][CH2:1][CH3:2])=[O:13])=[CH:6][CH:7]=2)[N:12]=[C:16]([C:15]([F:22])([F:21])[F:14])[CH:17]=1. The yield is 0.910. (8) The reactants are [C:1]([C:3]1[CH:4]=[C:5]2[C:10](=[CH:11][CH:12]=1)[CH2:9][C@H:8]([N:13]1[CH2:18][CH2:17][C:16]3([CH2:23][C@@H:22]([O:24][Si](C(C)(C)C)(C)C)[C:21]4[CH:32]=[C:33]([NH:36]S(C([Si](C)(C)C)C)(=O)=O)[CH:34]=[CH:35][C:20]=4[O:19]3)[CH2:15][CH2:14]1)[CH2:7][CH2:6]2)#[N:2].[F-].[Cs+]. The catalyst is CN(C)C=O.C(=O)(O)[O-].[Na+]. The product is [C:1]([C:3]1[CH:4]=[C:5]2[C:10](=[CH:11][CH:12]=1)[CH2:9][C@H:8]([N:13]1[CH2:18][CH2:17][C:16]3([CH2:23][C@@H:22]([OH:24])[C:21]4[CH:32]=[C:33]([NH2:36])[CH:34]=[CH:35][C:20]=4[O:19]3)[CH2:15][CH2:14]1)[CH2:7][CH2:6]2)#[N:2]. The yield is 0.800. (9) The reactants are [H-].[Al+3].[Li+].[H-].[H-].[H-].[CH2:7]([P:9]([CH:16]([C:20]1[CH:25]=[CH:24][CH:23]=[CH:22][CH:21]=1)[CH2:17][C:18]#[N:19])(=[O:15])[O:10][CH2:11][CH2:12][CH2:13][CH3:14])[CH3:8].O. The catalyst is C(OCC)C. The product is [CH2:7]([P:9]([CH:16]([C:20]1[CH:21]=[CH:22][CH:23]=[CH:24][CH:25]=1)[CH2:17][CH2:18][NH2:19])(=[O:15])[O:10][CH2:11][CH2:12][CH2:13][CH3:14])[CH3:8]. The yield is 0.850.